Dataset: Full USPTO retrosynthesis dataset with 1.9M reactions from patents (1976-2016). Task: Predict the reactants needed to synthesize the given product. (1) Given the product [O:1]1[CH:5]=[CH:4][CH:3]=[C:2]1[CH:25]([OH:26])[CH2:24][CH2:23][CH2:22][CH2:21][CH2:20][CH2:19][CH3:18], predict the reactants needed to synthesize it. The reactants are: [O:1]1[CH:5]=[CH:4][CH:3]=[CH:2]1.C([Li])CCC.O1C=CC=C1[Li].Br[CH2:18][CH2:19][CH2:20][CH2:21][CH2:22][CH2:23][CH2:24][CH2:25][O:26][Si](C)(C)C(C)(C)C.CCCC[N+](CCCC)(CCCC)CCCC.[F-]. (2) Given the product [N+:1]([C:4]1[CH:11]=[CH:10][C:7]([C:8]2[NH:19][C:18](=[O:20])[C:17]3=[CH:16][C:15]([C:21]([O:23][CH3:24])=[O:22])=[CH:14][N:13]3[N:12]=2)=[CH:6][CH:5]=1)([O-:3])=[O:2], predict the reactants needed to synthesize it. The reactants are: [N+:1]([C:4]1[CH:11]=[CH:10][C:7]([CH:8]=O)=[CH:6][CH:5]=1)([O-:3])=[O:2].[NH2:12][N:13]1[C:17]([C:18](=[O:20])[NH2:19])=[CH:16][C:15]([C:21]([O:23][CH3:24])=[O:22])=[CH:14]1.